From a dataset of Full USPTO retrosynthesis dataset with 1.9M reactions from patents (1976-2016). Predict the reactants needed to synthesize the given product. (1) Given the product [Cl:1][C:2]1[CH:7]=[CH:6][CH:5]=[C:4]([F:8])[C:3]=1[C:9]1[NH:10][C:11](=[O:22])[N:12]([C:14]2[CH:19]=[CH:18][C:17]([C:20]#[C:21][C:24]3[CH:29]=[N:28][C:27]([N:30]4[CH2:31][CH2:32][O:33][CH2:34][CH2:35]4)=[CH:26][CH:25]=3)=[CH:16][CH:15]=2)[N:13]=1, predict the reactants needed to synthesize it. The reactants are: [Cl:1][C:2]1[CH:7]=[CH:6][CH:5]=[C:4]([F:8])[C:3]=1[C:9]1[NH:10][C:11](=[O:22])[N:12]([C:14]2[CH:19]=[CH:18][C:17]([C:20]#[CH:21])=[CH:16][CH:15]=2)[N:13]=1.I[C:24]1[CH:25]=[CH:26][C:27]([N:30]2[CH2:35][CH2:34][O:33][CH2:32][CH2:31]2)=[N:28][CH:29]=1.CCCC[N+](CCCC)(CCCC)CCCC.[F-]. (2) Given the product [F:10][C:9]([F:11])([O:12][C:13]1[CH:18]=[CH:17][C:16]([C:3]#[C:2][CH2:7][CH2:6][CH2:5][CH2:4][OH:28])=[CH:15][CH:14]=1)[C:5]1[C:4]([F:20])=[CH:3][C:2]([C:26]#[C:25][CH2:24][CH2:23][CH2:22][CH2:21][OH:27])=[CH:7][C:6]=1[F:8], predict the reactants needed to synthesize it. The reactants are: Br[C:2]1[CH:3]=[C:4]([F:20])[C:5]([C:9]([O:12][C:13]2[CH:18]=[CH:17][C:16](Br)=[CH:15][CH:14]=2)([F:11])[F:10])=[C:6]([F:8])[CH:7]=1.[CH2:21]([OH:27])[CH2:22][CH2:23][CH2:24][C:25]#[CH:26].[OH2:28].Cl. (3) Given the product [C:22]([O:21][C:19](=[O:20])[CH2:18][CH2:17][CH2:16][CH2:15][CH2:14][C@H:9]([NH:8][C:6]([O:5][C:1]([CH3:4])([CH3:3])[CH3:2])=[O:7])[C:10]([OH:12])=[O:11])([CH3:25])([CH3:24])[CH3:23], predict the reactants needed to synthesize it. The reactants are: [C:1]([O:5][C:6]([NH:8][C@@H:9]([CH2:14][CH2:15][CH2:16][CH2:17][CH2:18][C:19]([O:21][C:22]([CH3:25])([CH3:24])[CH3:23])=[O:20])[C:10]([O:12]C)=[O:11])=[O:7])([CH3:4])([CH3:3])[CH3:2].O[Li].O.Cl.